Dataset: Forward reaction prediction with 1.9M reactions from USPTO patents (1976-2016). Task: Predict the product of the given reaction. (1) The product is: [C:34]([CH2:33][C:7]1[N:8]([C:26]2[CH:31]=[CH:30][CH:29]=[C:28]([Cl:32])[CH:27]=2)[C:9]2[C:14]([C:6]=1[C:4]([OH:5])=[O:3])=[CH:13][C:12]([O:15][C:16]1[CH:17]=[CH:18][C:19]([O:22][CH:23]([CH3:25])[CH3:24])=[CH:20][CH:21]=1)=[CH:11][CH:10]=2)([OH:36])=[O:35]. Given the reactants C([O:3][C:4]([C:6]1[C:14]2[C:9](=[CH:10][CH:11]=[C:12]([O:15][C:16]3[CH:21]=[CH:20][C:19]([O:22][CH:23]([CH3:25])[CH3:24])=[CH:18][CH:17]=3)[CH:13]=2)[N:8]([C:26]2[CH:31]=[CH:30][CH:29]=[C:28]([Cl:32])[CH:27]=2)[C:7]=1[CH2:33][C:34]([O:36]CC)=[O:35])=[O:5])C.[OH-].[Na+].Cl, predict the reaction product. (2) The product is: [CH:1]1([CH:7]=[CH:8][C:9]([Cl:14])=[O:11])[CH2:6][CH2:5][CH2:4][CH2:3][CH2:2]1. Given the reactants [CH:1]1([CH:7]=[CH:8][C:9]([OH:11])=O)[CH2:6][CH2:5][CH2:4][CH2:3][CH2:2]1.S(Cl)([Cl:14])=O, predict the reaction product. (3) Given the reactants CC1(C)C2C=CC=C(P(C3C=CC=CC=3)C3C=CC=CC=3)C=2OC2C1=CC=CC=2P(C1C=CC=CC=1)C1C=CC=CC=1.[NH2:43][C:44]1[N:48]([C:49]([O:51][C:52]([CH3:55])([CH3:54])[CH3:53])=[O:50])[N:47]=[C:46]([CH3:56])[CH:45]=1.[Cl:57][C:58]1[N:63]=[C:62](Cl)[CH:61]=[C:60]([O:65][CH3:66])[N:59]=1.C(=O)([O-])[O-].[Cs+].[Cs+], predict the reaction product. The product is: [Cl:57][C:58]1[N:63]=[C:62]([NH:43][C:44]2[N:48]([C:49]([O:51][C:52]([CH3:53])([CH3:55])[CH3:54])=[O:50])[N:47]=[C:46]([CH3:56])[CH:45]=2)[CH:61]=[C:60]([O:65][CH3:66])[N:59]=1.